Dataset: Merck oncology drug combination screen with 23,052 pairs across 39 cell lines. Task: Regression. Given two drug SMILES strings and cell line genomic features, predict the synergy score measuring deviation from expected non-interaction effect. (1) Drug 1: CCN(CC)CCNC(=O)c1c(C)[nH]c(C=C2C(=O)Nc3ccc(F)cc32)c1C. Drug 2: O=C(NOCC(O)CO)c1ccc(F)c(F)c1Nc1ccc(I)cc1F. Cell line: RKO. Synergy scores: synergy=27.8. (2) Drug 1: N.N.O=C(O)C1(C(=O)O)CCC1.[Pt]. Drug 2: NC1(c2ccc(-c3nc4ccn5c(=O)[nH]nc5c4cc3-c3ccccc3)cc2)CCC1. Cell line: PA1. Synergy scores: synergy=17.8. (3) Drug 1: NC(=O)c1cccc2cn(-c3ccc(C4CCCNC4)cc3)nc12. Drug 2: O=C(NOCC(O)CO)c1ccc(F)c(F)c1Nc1ccc(I)cc1F. Cell line: OVCAR3. Synergy scores: synergy=39.8. (4) Drug 1: CN(C)C(=N)N=C(N)N. Drug 2: Cc1nc(Nc2ncc(C(=O)Nc3c(C)cccc3Cl)s2)cc(N2CCN(CCO)CC2)n1. Cell line: EFM192B. Synergy scores: synergy=29.4. (5) Drug 1: CN(Cc1cnc2nc(N)nc(N)c2n1)c1ccc(C(=O)NC(CCC(=O)O)C(=O)O)cc1. Drug 2: N#Cc1ccc(Cn2cncc2CN2CCN(c3cccc(Cl)c3)C(=O)C2)cc1. Cell line: SKMES1. Synergy scores: synergy=-5.06. (6) Drug 1: CN1C(=O)C=CC2(C)C3CCC4(C)C(NC(=O)OCC(F)(F)F)CCC4C3CCC12. Drug 2: CS(=O)(=O)CCNCc1ccc(-c2ccc3ncnc(Nc4ccc(OCc5cccc(F)c5)c(Cl)c4)c3c2)o1. Cell line: LOVO. Synergy scores: synergy=16.4. (7) Drug 1: N.N.O=C(O)C1(C(=O)O)CCC1.[Pt]. Drug 2: CCN(CC)CCNC(=O)c1c(C)[nH]c(C=C2C(=O)Nc3ccc(F)cc32)c1C. Cell line: ES2. Synergy scores: synergy=11.8. (8) Drug 1: N.N.O=C(O)C1(C(=O)O)CCC1.[Pt]. Drug 2: O=C(CCCCCCC(=O)Nc1ccccc1)NO. Cell line: LOVO. Synergy scores: synergy=8.50. (9) Cell line: EFM192B. Drug 2: CS(=O)(=O)CCNCc1ccc(-c2ccc3ncnc(Nc4ccc(OCc5cccc(F)c5)c(Cl)c4)c3c2)o1. Drug 1: O=c1[nH]cc(F)c(=O)[nH]1. Synergy scores: synergy=7.24.